From a dataset of Full USPTO retrosynthesis dataset with 1.9M reactions from patents (1976-2016). Predict the reactants needed to synthesize the given product. (1) Given the product [F:26][C:25]([F:28])([F:27])[C:23]([OH:29])=[O:24].[CH3:23][O:1][C:2]1([C:13]2[CH:18]=[CH:17][CH:16]=[CH:15][CH:14]=2)[CH2:5][NH:4][CH2:3]1, predict the reactants needed to synthesize it. The reactants are: [OH:1][C:2]1([C:13]2[CH:18]=[CH:17][CH:16]=[CH:15][CH:14]=2)[CH2:5][N:4](C(OC(C)(C)C)=O)[CH2:3]1.[H-].[Na+].CI.[C:23]([OH:29])([C:25]([F:28])([F:27])[F:26])=[O:24]. (2) Given the product [C:1]1([C:7]([C:16]2[CH:21]=[CH:20][CH:19]=[CH:18][C:17]=2[CH3:22])=[CH:8][C:9]2[CH:14]=[CH:13][N:12]=[C:11]([NH:15][C:23]([NH2:31])=[O:30])[CH:10]=2)[CH:2]=[CH:3][CH:4]=[CH:5][CH:6]=1, predict the reactants needed to synthesize it. The reactants are: [C:1]1([C:7]([C:16]2[CH:21]=[CH:20][CH:19]=[CH:18][C:17]=2[CH3:22])=[CH:8][C:9]2[CH:14]=[CH:13][N:12]=[C:11]([NH2:15])[CH:10]=2)[CH:6]=[CH:5][CH:4]=[CH:3][CH:2]=1.[C:23]([N:31]=C=O)(=[O:30])C1C=CC=CC=1.C(O)C.C(=O)([O-])[O-].[K+].[K+]. (3) Given the product [CH3:13][O:14][C:15](=[O:19])[C:16]([NH:11][CH2:1]/[CH:2]=[C:3](\[CH3:4])/[CH2:5][CH2:6][CH:7]=[C:8]([CH3:10])[CH3:9])=[O:17], predict the reactants needed to synthesize it. The reactants are: [CH2:1]([NH2:11])/[CH:2]=[C:3](/[CH2:5][CH2:6][CH:7]=[C:8]([CH3:10])[CH3:9])\[CH3:4].[Cl-].[CH3:13][O:14][C:15](=[O:19])[C:16](O)=[O:17]. (4) Given the product [CH3:1][O:2][C:3]1[CH:4]=[C:5]([CH:8]=[CH:9][CH:10]=1)[CH:6]=[N:13][NH:12][C:11]([O:15][C:16]([CH3:19])([CH3:18])[CH3:17])=[O:14], predict the reactants needed to synthesize it. The reactants are: [CH3:1][O:2][C:3]1[CH:4]=[C:5]([CH:8]=[CH:9][CH:10]=1)[CH:6]=O.[C:11]([O:15][C:16]([CH3:19])([CH3:18])[CH3:17])(=[O:14])[NH:12][NH2:13]. (5) Given the product [F:1][C:2]1[N:7]=[C:6]([CH2:8][N:9]2[CH2:14][CH2:13][N:16]([CH3:17])[CH2:11][CH2:10]2)[N:5]=[C:4]([NH2:15])[CH:3]=1, predict the reactants needed to synthesize it. The reactants are: [F:1][C:2]1[N:7]=[C:6]([CH2:8][N:9]2[CH2:14][CH2:13]C[CH2:11][CH2:10]2)[N:5]=[C:4]([NH2:15])[CH:3]=1.[NH:16]1CCCC[CH2:17]1. (6) Given the product [O:4]1[CH2:1][CH2:11][CH:10]([CH2:15][O:7][C:8]2[CH:9]=[C:10]([CH:15]=[CH:16][CH:17]=2)[C:11]([O:13][CH3:14])=[O:12])[CH2:9][CH2:8]1, predict the reactants needed to synthesize it. The reactants are: [C:1]([O-:4])([O-])=O.[K+].[K+].[OH:7][C:8]1[CH:9]=[C:10]([CH:15]=[CH:16][CH:17]=1)[C:11]([O:13][CH3:14])=[O:12]. (7) Given the product [Cl:16][C:17]1[CH:18]=[CH:19][C:20]([O:29][CH3:30])=[C:21]([N:23]2[CH2:24][CH2:25][N:26]([CH2:2][C:3]3[N:7]([CH3:8])[N:6]([CH:9]4[CH2:14][CH2:13][CH2:12][CH2:11][CH2:10]4)[C:5](=[O:15])[C:4]=3[O:32][CH3:31])[CH2:27][CH2:28]2)[CH:22]=1, predict the reactants needed to synthesize it. The reactants are: Br[CH2:2][C:3]1[N:7]([CH3:8])[N:6]([CH:9]2[CH2:14][CH2:13][CH2:12][CH2:11][CH2:10]2)[C:5](=[O:15])[CH:4]=1.[Cl:16][C:17]1[CH:18]=[CH:19][C:20]([O:29][CH3:30])=[C:21]([N:23]2[CH2:28][CH2:27][NH:26][CH2:25][CH2:24]2)[CH:22]=1.[C:31](=O)([O-])[O-:32].[K+].[K+]. (8) Given the product [CH3:9][C:5]1[C:6]([CH3:8])=[CH:7][C:2]([NH:13][CH2:14][CH:15]([NH:23][C:24](=[O:30])[O:25][C:26]([CH3:28])([CH3:27])[CH3:29])[CH2:16][C:17]2[CH:22]=[CH:21][CH:20]=[CH:19][CH:18]=2)=[C:3]([N+:10]([O-:12])=[O:11])[CH:4]=1, predict the reactants needed to synthesize it. The reactants are: Br[C:2]1[CH:7]=[C:6]([CH3:8])[C:5]([CH3:9])=[CH:4][C:3]=1[N+:10]([O-:12])=[O:11].[NH2:13][CH2:14][CH:15]([NH:23][C:24](=[O:30])[O:25][C:26]([CH3:29])([CH3:28])[CH3:27])[CH2:16][C:17]1[CH:22]=[CH:21][CH:20]=[CH:19][CH:18]=1.